From a dataset of Catalyst prediction with 721,799 reactions and 888 catalyst types from USPTO. Predict which catalyst facilitates the given reaction. (1) Reactant: [CH3:1][O:2][CH2:3][CH:4]([CH2:16][O:17][CH3:18])[O:5][CH2:6][CH2:7][NH:8]C(=O)OC(C)(C)C.[ClH:19]. Product: [ClH:19].[CH3:18][O:17][CH2:16][CH:4]([CH2:3][O:2][CH3:1])[O:5][CH2:6][CH2:7][NH2:8]. The catalyst class is: 7. (2) Reactant: [Cl:1][C:2]1[CH:3]=[C:4]([CH:8]=[CH:9][C:10]=1[Cl:11])[C:5](Cl)=[O:6].Cl[C:13]1[CH:14]=[C:15]([NH:21][NH2:22])[CH:16]=[CH:17][C:18]=1[O:19][CH3:20].N1C=CC=[CH:25][CH:24]=1. Product: [Cl:1][C:2]1[CH:3]=[C:4]([CH:8]=[CH:9][C:10]=1[Cl:11])[C:5]([N:21]([C:15]1[CH:16]=[CH:17][C:18]([O:19][CH3:20])=[CH:13][CH:14]=1)[N:22]=[CH:24][CH3:25])=[O:6]. The catalyst class is: 28. (3) Reactant: [Cl:1][C:2]1[CH:44]=[CH:43][C:5]([CH2:6][N:7]([CH2:39][CH:40]([CH3:42])[CH3:41])[S:8]([C:11]2[CH:16]=[CH:15][C:14]([O:17][C@@H:18]3[CH2:23][CH2:22][N:21]([S:24]([CH3:27])(=[O:26])=[O:25])[CH2:20][C@H:19]3[O:28][Si](C(C)C)(C(C)C)C(C)C)=[CH:13][CH:12]=2)(=[O:10])=[O:9])=[CH:4][CH:3]=1.[F-].C([N+](CCCC)(CCCC)CCCC)CCC.O. Product: [Cl:1][C:2]1[CH:3]=[CH:4][C:5]([CH2:6][N:7]([CH2:39][CH:40]([CH3:41])[CH3:42])[S:8]([C:11]2[CH:12]=[CH:13][C:14]([O:17][C@@H:18]3[CH2:23][CH2:22][N:21]([S:24]([CH3:27])(=[O:25])=[O:26])[CH2:20][C@H:19]3[OH:28])=[CH:15][CH:16]=2)(=[O:9])=[O:10])=[CH:43][CH:44]=1. The catalyst class is: 1. (4) Reactant: [NH:1]1[C:9]2[C:4](=[CH:5][CH:6]=[CH:7][C:8]=2[CH:10]=[O:11])[CH:3]=[CH:2]1.[I:12]I.[OH-].[K+]. Product: [I:12][C:3]1[C:4]2[C:9](=[C:8]([CH:10]=[O:11])[CH:7]=[CH:6][CH:5]=2)[NH:1][CH:2]=1. The catalyst class is: 9. (5) Reactant: CC1C=CC(S(O)(=O)=O)=CC=1.CC1C=CC(S(O)(=O)=O)=CC=1.[CH3:23][S:24]([CH2:27][CH2:28][NH:29][CH2:30][C:31]1[O:35][C:34]([C:36]2[CH:37]=[CH:38][C:39]3[N:45]=[CH:44][N:43]=[C:42]([NH:46][C:47]4[CH:48]=[CH:49][C:50]([O:54][CH2:55][C:56]5[CH:57]=[CH:58][CH:59]=[C:60]([F:62])[CH:61]=5)=[C:51]([Cl:53])[CH:52]=4)[C:40]=3[CH:41]=2)=[CH:33][CH:32]=1)(=[O:26])=[O:25].O.C(#N)C.C(=O)([O-])[O-].[Na+].[Na+]. Product: [CH3:23][S:24]([CH2:27][CH2:28][NH:29][CH2:30][C:31]1[O:35][C:34]([C:36]2[CH:37]=[CH:38][C:39]3[N:45]=[CH:44][N:43]=[C:42]([NH:46][C:47]4[CH:48]=[CH:49][C:50]([O:54][CH2:55][C:56]5[CH:57]=[CH:58][CH:59]=[C:60]([F:62])[CH:61]=5)=[C:51]([Cl:53])[CH:52]=4)[C:40]=3[CH:41]=2)=[CH:33][CH:32]=1)(=[O:26])=[O:25]. The catalyst class is: 6. (6) Reactant: C(OC([N:8]1[C@@H:12]([CH2:13][C:14]2[CH:19]=[CH:18][C:17]([O:20][C:21]3[CH:26]=[CH:25][C:24]([O:27][CH3:28])=[CH:23][CH:22]=3)=[CH:16][CH:15]=2)[CH2:11][O:10]C1(C)C)=O)(C)(C)C.[ClH:31].O1CCOCC1. Product: [ClH:31].[NH2:8][C@@H:12]([CH2:13][C:14]1[CH:19]=[CH:18][C:17]([O:20][C:21]2[CH:26]=[CH:25][C:24]([O:27][CH3:28])=[CH:23][CH:22]=2)=[CH:16][CH:15]=1)[CH2:11][OH:10]. The catalyst class is: 5.